This data is from Forward reaction prediction with 1.9M reactions from USPTO patents (1976-2016). The task is: Predict the product of the given reaction. (1) Given the reactants Cl[C:2]1[N:7]=[C:6]([O:8][CH2:9][CH:10]2[CH2:15][CH2:14][CH2:13][CH2:12][CH2:11]2)[N:5]=[C:4]([NH:16][C:17]2[CH:22]=[CH:21][C:20]([O:23][CH3:24])=[C:19]([F:25])[CH:18]=2)[N:3]=1.[NH2:26][CH2:27][CH:28]1[CH2:32][CH2:31][CH2:30][N:29]1[CH2:33][CH3:34].[OH-].[Na+].O, predict the reaction product. The product is: [OH-:8].[NH4+:3].[CH:10]1([CH2:9][O:8][C:6]2[N:7]=[C:2]([NH:26][CH2:27][CH:28]3[CH2:32][CH2:31][CH2:30][N:29]3[CH2:33][CH3:34])[N:3]=[C:4]([NH:16][C:17]3[CH:22]=[CH:21][C:20]([O:23][CH3:24])=[C:19]([F:25])[CH:18]=3)[N:5]=2)[CH2:15][CH2:14][CH2:13][CH2:12][CH2:11]1. (2) Given the reactants [CH3:1][C@@H:2]([NH2:9])[C:3]1[CH:8]=[CH:7][CH:6]=[CH:5][CH:4]=1.C(N(CC)CC)C.[CH2:17]([CH:19]([N:23]1[CH2:27][CH2:26][CH2:25][C:24]1=[O:28])[C:20]([OH:22])=[O:21])[CH3:18], predict the reaction product. The product is: [CH3:1][C@@H:2]([NH2:9])[C:3]1[CH:8]=[CH:7][CH:6]=[CH:5][CH:4]=1.[CH2:17]([C@H:19]([N:23]1[CH2:27][CH2:26][CH2:25][C:24]1=[O:28])[C:20]([OH:22])=[O:21])[CH3:18]. (3) Given the reactants [CH3:1][C:2]1[CH:7]=[CH:6][CH:5]=[CH:4][C:3]=1[CH2:8][NH:9][C:10](=[O:12])[CH3:11].[Cl-].[Cl-].[Cl-].[Al+3].[C:17](Cl)(=[O:19])[CH3:18], predict the reaction product. The product is: [C:17]([C:5]1[CH:6]=[CH:7][C:2]([CH3:1])=[C:3]([CH2:8][NH:9][C:10](=[O:12])[CH3:11])[CH:4]=1)(=[O:19])[CH3:18]. (4) Given the reactants Br.[F:2][C:3]1[CH:4]=[C:5]([N:11]2[CH:15]=[C:14]([CH3:16])[CH:13]=[N:12]2)[CH:6]=[CH:7][C:8]=1[O:9]C, predict the reaction product. The product is: [F:2][C:3]1[CH:4]=[C:5]([N:11]2[CH:15]=[C:14]([CH3:16])[CH:13]=[N:12]2)[CH:6]=[CH:7][C:8]=1[OH:9]. (5) Given the reactants [CH3:1][O:2][C:3](=[O:39])[NH:4][C@@H:5]([CH:36]([CH3:38])[CH3:37])[C:6]([N:8]1[C@@H:12]([CH3:13])[CH2:11][CH2:10][C@H:9]1[C:14]1[NH:18][C:17]2[C:19]3[C:24]([CH:25]=[CH:26][C:16]=2[N:15]=1)=[CH:23][C:22]1[C:27]2[C:32]([CH2:33][O:34][C:21]=1[CH:20]=3)=[CH:31][C:30](Cl)=[CH:29][CH:28]=2)=[O:7].[B:40]1([B:40]2[O:44][C:43]([CH3:46])([CH3:45])[C:42]([CH3:48])([CH3:47])[O:41]2)[O:44][C:43]([CH3:46])([CH3:45])[C:42]([CH3:48])([CH3:47])[O:41]1.CC([O-])=O.[K+], predict the reaction product. The product is: [CH3:1][O:2][C:3](=[O:39])[NH:4][C@@H:5]([CH:36]([CH3:38])[CH3:37])[C:6]([N:8]1[C@H:9]([C:14]2[NH:18][C:17]3[C:19]4[C:24]([CH:25]=[CH:26][C:16]=3[N:15]=2)=[CH:23][C:22]2[C:27]3[C:32]([CH2:33][O:34][C:21]=2[CH:20]=4)=[CH:31][C:30]([B:40]2[O:44][C:43]([CH3:46])([CH3:45])[C:42]([CH3:48])([CH3:47])[O:41]2)=[CH:29][CH:28]=3)[CH2:10][CH2:11][C@@H:12]1[CH3:13])=[O:7]. (6) Given the reactants [CH2:1]([O:8][C:9]1[CH:28]=[CH:27][C:12]([CH2:13][N:14]2[CH2:18][CH2:17][N:16]([CH:19]([CH:23]([CH3:25])[CH3:24])[C:20]([OH:22])=O)[C:15]2=[O:26])=[CH:11][CH:10]=1)[C:2]1[CH:7]=[CH:6][CH:5]=[CH:4][CH:3]=1.C(N(C(C)C)CC)(C)C.ClC(OCC)=O.C[Si](C)(C)[O:46][NH2:47], predict the reaction product. The product is: [CH2:1]([O:8][C:9]1[CH:28]=[CH:27][C:12]([CH2:13][N:14]2[CH2:18][CH2:17][N:16]([CH:19]([CH:23]([CH3:25])[CH3:24])[C:20]([NH:47][OH:46])=[O:22])[C:15]2=[O:26])=[CH:11][CH:10]=1)[C:2]1[CH:3]=[CH:4][CH:5]=[CH:6][CH:7]=1. (7) Given the reactants Cl.[NH2:2]O.[Br:4][C:5]1[C:6]([CH3:16])=[C:7]([C:12]([O:14][CH3:15])=[O:13])[S:8][C:9]=1[CH:10]=O.FC(F)(F)C(OC(=O)C(F)(F)F)=O.Cl, predict the reaction product. The product is: [Br:4][C:5]1[C:6]([CH3:16])=[C:7]([C:12]([O:14][CH3:15])=[O:13])[S:8][C:9]=1[C:10]#[N:2]. (8) Given the reactants Br[CH2:2][CH2:3][CH2:4][C:5]([NH:7][CH:8]1[CH:13]=[C:12]([C:14]([O:16][C:17]([CH3:20])([CH3:19])[CH3:18])=[O:15])[CH:11]=[CH:10][N:9]1OC)=[O:6].C1CCN2C(=NCCC2)CC1.C(O)(=O)C[C:36](CC(O)=O)(C(O)=O)[OH:37], predict the reaction product. The product is: [CH3:36][O:37][C:10]1[CH:11]=[C:12]([C:14]([O:16][C:17]([CH3:18])([CH3:19])[CH3:20])=[O:15])[CH:13]=[C:8]([N:7]2[CH2:2][CH2:3][CH2:4][C:5]2=[O:6])[N:9]=1.